This data is from Reaction yield outcomes from USPTO patents with 853,638 reactions. The task is: Predict the reaction yield, written as a fraction of the theoretical maximum amount of product (1.0 means a 100% yield; for example, 0.34 means a 34% yield). (1) The reactants are [O:1]1[C:5]2[CH:6]=[CH:7][C:8]([NH:10][C:11](=[O:34])[NH:12][C:13]3[N:17]([C:18]4[CH:19]=[C:20]([CH2:24][C:25](OCC)=[O:26])[CH:21]=[CH:22][CH:23]=4)[N:16]=[C:15]([C:30]([CH3:33])([CH3:32])[CH3:31])[CH:14]=3)=[CH:9][C:4]=2[O:3][CH2:2]1.[NH3:35]. The catalyst is C1COCC1. The product is [NH2:35][C:25](=[O:26])[CH2:24][C:20]1[CH:19]=[C:18]([N:17]2[C:13]([NH:12][C:11]([NH:10][C:8]3[CH:7]=[CH:6][C:5]4[O:1][CH2:2][O:3][C:4]=4[CH:9]=3)=[O:34])=[CH:14][C:15]([C:30]([CH3:31])([CH3:32])[CH3:33])=[N:16]2)[CH:23]=[CH:22][CH:21]=1. The yield is 0.800. (2) The reactants are C([C:8]([NH2:12])([OH:11])[CH2:9][CH3:10])(OC(C)(C)C)=O.[CH:13]1[CH:14]=[CH:15][C:16]([C:19]2[CH:20]=[CH:21][C:22]([C:25]([CH2:27][CH2:28][C:29]([OH:31])=[O:30])=[O:26])=[CH:23][CH:24]=2)=[CH:17][CH:18]=1.C(OC(=O)C)C.[ClH:38].C(OCC)C. The catalyst is ClCCl. The product is [NH2:12][CH:8]([OH:11])[CH2:9][CH3:10].[CH:13]1[CH:18]=[CH:17][C:16]([C:19]2[CH:20]=[CH:21][C:22]([C:25]([CH2:27][CH2:28][C:29]([OH:31])=[O:30])=[O:26])=[CH:23][CH:24]=2)=[CH:15][CH:14]=1.[ClH:38]. The yield is 0.980. (3) The catalyst is C(O)C. The reactants are Cl.[C:2]1([CH3:10])[CH:7]=[CH:6][C:5]([NH:8][NH2:9])=[CH:4][CH:3]=1.C(N(CC)CC)C.[C:18]([NH:22][C:23](=[O:27])[CH2:24][CH2:25]Cl)([CH3:21])([CH3:20])[CH3:19]. The yield is 0.633. The product is [C:2]1([CH3:10])[CH:7]=[CH:6][C:5]([N:8]([CH2:25][CH2:24][C:23]([NH:22][C:18]([CH3:21])([CH3:20])[CH3:19])=[O:27])[NH2:9])=[CH:4][CH:3]=1. (4) The yield is 0.950. The reactants are [OH:1][C:2]1[C:7]2[CH:8]=[C:9]([CH3:11])[O:10][C:6]=2[CH:5]=[C:4]([C:12]([O:14][CH2:15][CH3:16])=[O:13])[CH:3]=1.Cl[C:18]1[N:19]=[CH:20][C:21]([C:24]([N:26]([CH3:28])[CH3:27])=[O:25])=[N:22][CH:23]=1.C(=O)([O-])[O-].[Cs+].[Cs+]. The product is [CH3:27][N:26]([CH3:28])[C:24]([C:21]1[N:22]=[CH:23][C:18]([O:1][C:2]2[C:7]3[CH:8]=[C:9]([CH3:11])[O:10][C:6]=3[CH:5]=[C:4]([C:12]([O:14][CH2:15][CH3:16])=[O:13])[CH:3]=2)=[N:19][CH:20]=1)=[O:25]. The catalyst is CN(C)C=O. (5) The reactants are C1(P(C2C=CC=CC=2)C2C=CC=CC=2)C=CC=CC=1.BrN1C(=O)CCC1=O.[CH:28]1([CH2:33][CH:34]([C:38]2[CH:43]=[CH:42][C:41]([S:44]([CH3:47])(=[O:46])=[O:45])=[C:40]([F:48])[CH:39]=2)[C:35]([OH:37])=O)[CH2:32][CH2:31][CH2:30][CH2:29]1.[NH2:49][C:50]1[S:51][CH:52]=[CH:53][N:54]=1. The catalyst is C(Cl)Cl. The product is [CH:28]1([CH2:33][CH:34]([C:38]2[CH:43]=[CH:42][C:41]([S:44]([CH3:47])(=[O:46])=[O:45])=[C:40]([F:48])[CH:39]=2)[C:35]([NH:49][C:50]2[S:51][CH:52]=[CH:53][N:54]=2)=[O:37])[CH2:29][CH2:30][CH2:31][CH2:32]1. The yield is 0.640. (6) The reactants are Br[C:2]1[CH:3]=[N:4][N:5]([CH3:19])[C:6]=1[C:7]1[CH:8]=[C:9]([C:15]([O:17][CH3:18])=[O:16])[S:10][C:11]=1[CH2:12][CH2:13][CH3:14].[C:20](=O)([O-])[O-].[K+].[K+].CB1OB(C)OB(C)O1. The catalyst is CN(C)C=O.C1C=CC(P(C2C=CC=CC=2)[C-]2C=CC=C2)=CC=1.C1C=CC(P(C2C=CC=CC=2)[C-]2C=CC=C2)=CC=1.Cl[Pd]Cl.[Fe+2]. The product is [CH3:19][N:5]1[C:6]([C:7]2[CH:8]=[C:9]([C:15]([O:17][CH3:18])=[O:16])[S:10][C:11]=2[CH2:12][CH2:13][CH3:14])=[C:2]([CH3:20])[CH:3]=[N:4]1. The yield is 0.840. (7) The yield is 0.530. The product is [Cl:15][C:11]1[CH:10]=[C:9]([C:7]2[N:6]=[C:5]3[CH2:16][CH2:17][CH2:18][C:4]3=[C:3]([CH2:27][C:28]3[CH:29]=[CH:30][C:31]([CH2:34][C:35]([OH:37])=[O:36])=[CH:32][CH:33]=3)[CH:8]=2)[CH:14]=[CH:13][CH:12]=1. The reactants are Cl.Cl[C:3]1[CH:8]=[C:7]([C:9]2[CH:14]=[CH:13][CH:12]=[C:11]([Cl:15])[CH:10]=2)[N:6]=[C:5]2[CH2:16][CH2:17][CH2:18][C:4]=12.CC1(C)C(C)(C)OB([CH2:27][C:28]2[CH:33]=[CH:32][C:31]([CH2:34][C:35]([O:37]C)=[O:36])=[CH:30][CH:29]=2)O1.C([O-])([O-])=O.[Na+].[Na+].O1CCOCC1. The catalyst is C1C=CC(P(C2C=CC=CC=2)[C-]2C=CC=C2)=CC=1.C1C=CC(P(C2C=CC=CC=2)[C-]2C=CC=C2)=CC=1.Cl[Pd]Cl.[Fe+2].O. (8) The reactants are C([O:9][CH:10]([C:18]([F:21])([F:20])[F:19])[C:11]([F:17])([F:16])[S:12]([O-:15])(=[O:14])=[O:13])(=O)C1C=CC=CC=1.[C:22]1([S+:28]([C:35]2[CH:40]=[CH:39][CH:38]=[CH:37][CH:36]=2)[C:29]2[CH:34]=[CH:33][CH:32]=[CH:31][CH:30]=2)[CH:27]=[CH:26][CH:25]=[CH:24][CH:23]=1.[OH-].[Na+].Cl. The catalyst is CO. The product is [OH:9][CH:10]([C:18]([F:21])([F:19])[F:20])[C:11]([F:16])([F:17])[S:12]([O-:15])(=[O:14])=[O:13].[C:35]1([S+:28]([C:22]2[CH:23]=[CH:24][CH:25]=[CH:26][CH:27]=2)[C:29]2[CH:34]=[CH:33][CH:32]=[CH:31][CH:30]=2)[CH:36]=[CH:37][CH:38]=[CH:39][CH:40]=1. The yield is 0.850. (9) The reactants are N1C2C(=NC=CC=2)N([N:10]2[C:14](/[CH:15]=[C:16]3\[C:17](=[O:26])[NH:18][C:19]4[C:24]\3=[CH:23][C:22]([F:25])=[CH:21][CH:20]=4)=[C:13]([CH3:27])[C:12]([C:28]([O-])=[O:29])=[C:11]2[CH3:31])N=1.CCN(C(C)C)C(C)C.[NH2:41][C@H:42]1[CH2:47][CH2:46][CH2:45][CH2:44][C@@H:43]1[OH:48]. The catalyst is CN(C=O)C. The product is [OH:48][C@H:43]1[CH2:44][CH2:45][CH2:46][CH2:47][C@@H:42]1[NH:41][C:28]([C:12]1[C:13]([CH3:27])=[C:14](/[CH:15]=[C:16]2\[C:17](=[O:26])[NH:18][C:19]3[C:24]\2=[CH:23][C:22]([F:25])=[CH:21][CH:20]=3)[NH:10][C:11]=1[CH3:31])=[O:29]. The yield is 0.740. (10) The reactants are Cl[C:2]1[N:3]=[C:4]2[C:10]3[CH:11]=[CH:12][CH:13]=[CH:14][C:9]=3[NH:8][C:7]3[N:15]=[CH:16][CH:17]=[CH:18][C:6]=3[N:5]2[C:19]=1[C:20]1[CH:25]=[CH:24][C:23]([C:26]2([NH:30][C:31](=[O:37])[O:32][C:33]([CH3:36])([CH3:35])[CH3:34])[CH2:29][CH2:28][CH2:27]2)=[CH:22][CH:21]=1.[OH:38][CH2:39][C:40]1[CH:45]=[CH:44][C:43](B(O)O)=[CH:42][CH:41]=1.C([O-])([O-])=O.[Na+].[Na+]. The catalyst is CN(C=O)C.CCOC(C)=O.CC(P(C(C)(C)C)C1C=CC(N(C)C)=CC=1)(C)C.CC(P(C(C)(C)C)C1C=CC(N(C)C)=CC=1)(C)C.Cl[Pd]Cl. The product is [C:33]([O:32][C:31](=[O:37])[NH:30][C:26]1([C:23]2[CH:24]=[CH:25][C:20]([C:19]3[N:5]4[C:6]5[CH:18]=[CH:17][CH:16]=[N:15][C:7]=5[NH:8][C:9]5[CH:14]=[CH:13][CH:12]=[CH:11][C:10]=5[C:4]4=[N:3][C:2]=3[C:43]3[CH:44]=[CH:45][C:40]([CH2:39][OH:38])=[CH:41][CH:42]=3)=[CH:21][CH:22]=2)[CH2:29][CH2:28][CH2:27]1)([CH3:34])([CH3:36])[CH3:35]. The yield is 0.260.